Task: Binary Classification. Given a drug SMILES string, predict its activity (active/inactive) in a high-throughput screening assay against a specified biological target.. Dataset: HIV replication inhibition screening data with 41,000+ compounds from the AIDS Antiviral Screen (1) The compound is COc1ccc(NN=C2CCOc3ccc(C)cc3C2=O)cc1. The result is 0 (inactive). (2) The molecule is Cc1ccc2c(c1)C(=O)C(=Cc1ccccc1)CCS2(=O)=O. The result is 0 (inactive). (3) The molecule is Cn1nc2c(c(Cl)c1=O)Nc1ccccc1O2. The result is 0 (inactive). (4) The compound is O=C1C2CCC3C1C(C(=O)O)C(C(=O)O)C23. The result is 0 (inactive). (5) The molecule is CCN(CC)c1ccc(NC(=S)NN(C)C)cc1. The result is 0 (inactive). (6) The compound is COc1ccc(Cc2c(N)nc(O)nc2O)cc1. The result is 0 (inactive). (7) The molecule is Cc1ccccc1NC(=O)C1C(=O)N(c2ccccc2C)C(=O)C1=NNC(N)=O. The result is 0 (inactive). (8) The result is 0 (inactive). The drug is OCC(O)C(O)C(O)c1nn(-c2ccc(F)cc2)c2nc3cc(Cl)c(Cl)cc3nc12. (9) The result is 1 (active). The drug is N#Cc1c(S)nc2c(c1-c1cccc3ccccc13)CCCC2.